Dataset: Reaction yield outcomes from USPTO patents with 853,638 reactions. Task: Predict the reaction yield, written as a fraction of the theoretical maximum amount of product (1.0 means a 100% yield; for example, 0.34 means a 34% yield). The reactants are [NH2:1][C:2]1[N:7]=[CH:6][N:5]=[C:4]2[N:8]([C@@H:26]3[CH2:31][CH2:30][CH2:29][N:28](C(OC(C)(C)C)=O)[CH2:27]3)[N:9]=[C:10]([C:11]3[CH:16]=[CH:15][C:14]([O:17][C:18]4[CH:23]=[C:22]([F:24])[CH:21]=[C:20]([F:25])[CH:19]=4)=[CH:13][CH:12]=3)[C:3]=12.FC(F)(F)C(O)=O. The catalyst is ClCCl. The product is [F:25][C:20]1[CH:19]=[C:18]([CH:23]=[C:22]([F:24])[CH:21]=1)[O:17][C:14]1[CH:15]=[CH:16][C:11]([C:10]2[C:3]3[C:4](=[N:5][CH:6]=[N:7][C:2]=3[NH2:1])[N:8]([C@@H:26]3[CH2:31][CH2:30][CH2:29][NH:28][CH2:27]3)[N:9]=2)=[CH:12][CH:13]=1. The yield is 0.760.